This data is from Catalyst prediction with 721,799 reactions and 888 catalyst types from USPTO. The task is: Predict which catalyst facilitates the given reaction. (1) Reactant: [Br:1][C:2]1[CH:3]=[CH:4][C:5]([F:39])=[C:6]([C@:8]2([CH3:38])[C@H:14]3[C@:12]([C:17]([O:19][CH3:20])=[O:18])([C:13]3([F:16])[F:15])[S:11][C:10]([N:21](C(OC(C)(C)C)=O)[CH2:22][C:23]3[CH:28]=[CH:27][C:26]([O:29][CH3:30])=[CH:25][CH:24]=3)=[N:9]2)[CH:7]=1.BrC1C=CC(F)=C([C@]2(C)C=C(C(OC)=O)SC(N(C(OC(C)(C)C)=O)CC3C=CC(OC)=CC=3)=N2)C=1.C(O)(C(F)(F)F)=O. The catalyst class is: 2. Product: [Br:1][C:2]1[CH:3]=[CH:4][C:5]([F:39])=[C:6]([C@:8]2([CH3:38])[C@H:14]3[C@:12]([C:17]([O:19][CH3:20])=[O:18])([C:13]3([F:16])[F:15])[S:11][C:10]([NH:21][CH2:22][C:23]3[CH:28]=[CH:27][C:26]([O:29][CH3:30])=[CH:25][CH:24]=3)=[N:9]2)[CH:7]=1. (2) Reactant: O=[C:2]([CH3:15])[CH2:3][C:4]1[O:9][C:8](=[O:10])[C:7]2[CH:11]=[CH:12][CH:13]=[CH:14][C:6]=2[N:5]=1.[NH:16]([CH2:18][C:19]1[CH:20]=[N:21][CH:22]=[CH:23][CH:24]=1)[NH2:17].ClCC1C=NC=CC=1. Product: [CH3:15][C:2]1[CH:3]=[C:4]([NH:5][C:6]2[CH:14]=[CH:13][CH:12]=[CH:11][C:7]=2[C:8]([OH:9])=[O:10])[N:16]([CH2:18][C:19]2[CH:20]=[N:21][CH:22]=[CH:23][CH:24]=2)[N:17]=1. The catalyst class is: 8. (3) Reactant: [S:1]1[CH:5]=[CH:4][CH:3]=[C:2]1[CH2:6][CH2:7][OH:8].[H-].[Na+].O1CCCC1.Br[CH2:17][CH2:18][CH2:19][CH2:20][CH2:21][CH2:22][CH2:23][CH2:24][CH2:25][CH2:26][CH2:27][CH3:28]. Product: [CH2:28]([O:8][CH2:7][CH2:6][C:2]1[S:1][CH:5]=[CH:4][CH:3]=1)[CH2:27][CH2:26][CH2:25][CH2:24][CH2:23][CH2:22][CH2:21][CH2:20][CH2:19][CH2:18][CH3:17]. The catalyst class is: 46. (4) Reactant: Cl[S:2]([C:5]1[CH:6]=[C:7]([CH:17]=[CH:18][CH:19]=1)[C:8]([O:10][CH2:11][CH2:12][Si:13]([CH3:16])([CH3:15])[CH3:14])=[O:9])(=[O:4])=[O:3].ClCCl.[NH2:23][C:24]1[CH:33]=[CH:32][C:27]([C:28]([O:30][CH3:31])=[O:29])=[CH:26][N:25]=1. Product: [CH3:14][Si:13]([CH3:16])([CH3:15])[CH2:12][CH2:11][O:10][C:8]([C:7]1[CH:6]=[C:5]([S:2]([NH:23][C:24]2[CH:33]=[CH:32][C:27]([C:28]([O:30][CH3:31])=[O:29])=[CH:26][N:25]=2)(=[O:4])=[O:3])[CH:19]=[CH:18][CH:17]=1)=[O:9]. The catalyst class is: 341.